This data is from Reaction yield outcomes from USPTO patents with 853,638 reactions. The task is: Predict the reaction yield, written as a fraction of the theoretical maximum amount of product (1.0 means a 100% yield; for example, 0.34 means a 34% yield). (1) The reactants are C[Al](C)C.C[Al](C)C.C1N2CCN(CC2)C1.Cl.[F:18][C:19]([F:30])([F:29])[CH2:20][S:21][CH2:22][CH:23]1[CH2:28][CH2:27][NH:26][CH2:25][CH2:24]1.[NH2:31][C:32]1[N:37]=[C:36]([N:38]([CH3:45])[C:39]2[CH:44]=[CH:43][CH:42]=[CH:41][CH:40]=2)[N:35]=[C:34]([C:46]2[N:50]=[C:49]([C:51](OCC)=[O:52])[O:48][N:47]=2)[N:33]=1. The catalyst is C1COCC1. The product is [CH3:45][N:38]([C:39]1[CH:44]=[CH:43][CH:42]=[CH:41][CH:40]=1)[C:36]1[N:37]=[C:32]([NH2:31])[N:33]=[C:34]([C:46]2[N:50]=[C:49]([C:51]([N:26]3[CH2:27][CH2:28][CH:23]([CH2:22][S:21][CH2:20][C:19]([F:29])([F:18])[F:30])[CH2:24][CH2:25]3)=[O:52])[O:48][N:47]=2)[N:35]=1. The yield is 0.110. (2) The reactants are CCN(CC)CC.[NH2:8][CH2:9][C:10]1[CH:19]=[CH:18][C:13]([C:14]([O:16][CH3:17])=[O:15])=[CH:12][CH:11]=1.[CH3:20][C:21]([O:24][C:25](O[C:25]([O:24][C:21]([CH3:23])([CH3:22])[CH3:20])=[O:26])=[O:26])([CH3:23])[CH3:22]. The catalyst is C1COCC1.CCOC(C)=O. The product is [C:21]([O:24][C:25]([NH:8][CH2:9][C:10]1[CH:11]=[CH:12][C:13]([C:14]([O:16][CH3:17])=[O:15])=[CH:18][CH:19]=1)=[O:26])([CH3:23])([CH3:22])[CH3:20]. The yield is 0.980. (3) The reactants are [Li]C(CC)C.CN(CCN(C)C)C.[CH3:14][O:15][C:16]1[CH:24]=[C:23]([C:25]([F:28])([F:27])[F:26])[CH:22]=[CH:21][C:17]=1[C:18]([OH:20])=[O:19].[Br:29]C(Cl)(Cl)C(Cl)(Cl)Br. The catalyst is C1CCCCC1.C1COCC1. The product is [Br:29][C:21]1[CH:22]=[C:23]([C:25]([F:26])([F:27])[F:28])[CH:24]=[C:16]([O:15][CH3:14])[C:17]=1[C:18]([OH:20])=[O:19]. The yield is 0.120. (4) The reactants are [P:1]([O:13][CH2:14][CH2:15][CH2:16][C@H:17]([N:27]([CH3:40])[C:28]([NH:30][CH2:31][C:32]1[CH:37]=[CH:36][CH:35]=[C:34]([F:38])[C:33]=1[F:39])=[O:29])[CH2:18][O:19][Si](C(C)(C)C)(C)C)([O:8][C:9]([CH3:12])([CH3:11])[CH3:10])([O:3][C:4]([CH3:7])([CH3:6])[CH3:5])=[O:2].CCCC[N+](CCCC)(CCCC)CCCC.[F-]. The catalyst is C1COCC1. The product is [P:1]([O:13][CH2:14][CH2:15][CH2:16][C@H:17]([N:27]([CH3:40])[C:28]([NH:30][CH2:31][C:32]1[CH:37]=[CH:36][CH:35]=[C:34]([F:38])[C:33]=1[F:39])=[O:29])[CH2:18][OH:19])([O:8][C:9]([CH3:10])([CH3:11])[CH3:12])([O:3][C:4]([CH3:7])([CH3:6])[CH3:5])=[O:2]. The yield is 0.610. (5) The reactants are [CH3:1][O:2][C:3]1[CH:4]=[C:5]2[C:9](=[CH:10][CH:11]=1)[NH:8][CH:7]=[CH:6]2.[C:12](O)(=O)[CH3:13].[C:16]([BH3-])#[N:17].[Na+].[C:20]([O-])(O)=O.[Na+].C(O[CH2:29][CH3:30])(=O)C. The catalyst is O1CCCC1. The product is [N:17]1[CH:16]=[CH:30][CH:29]=[CH:20][C:12]=1[CH2:13][N:8]1[C:9]2[C:5](=[CH:4][C:3]([O:2][CH3:1])=[CH:11][CH:10]=2)[CH2:6][CH2:7]1. The yield is 0.440.